This data is from Full USPTO retrosynthesis dataset with 1.9M reactions from patents (1976-2016). The task is: Predict the reactants needed to synthesize the given product. (1) Given the product [CH:11]1([C:10]2[C:9]3[C:4](=[CH:5][C:6]([C:17]([O:19][CH3:20])=[O:18])=[CH:7][CH:8]=3)[NH:3][C:2]=2[C:39]2[CH:40]=[CH:41][C:36]([O:35][CH3:34])=[CH:37][C:38]=2[O:51][CH2:52][O:53][CH3:54])[CH2:16][CH2:15][CH2:14][CH2:13][CH2:12]1, predict the reactants needed to synthesize it. The reactants are: Br[C:2]1[NH:3][C:4]2[C:9]([C:10]=1[CH:11]1[CH2:16][CH2:15][CH2:14][CH2:13][CH2:12]1)=[CH:8][CH:7]=[C:6]([C:17]([O:19][CH3:20])=[O:18])[CH:5]=2.N1C2C(=CC=C(C(OC)=O)C=2)C=C1.[CH3:34][O:35][C:36]1[CH:41]=[CH:40][C:39](B2OC(C)(C)C(C)(C)O2)=[C:38]([O:51][CH2:52][O:53][CH3:54])[CH:37]=1.C([O-])([O-])=O.[Na+].[Na+]. (2) Given the product [Br:1][CH2:2][CH2:3][C:4]1[CH:9]=[CH:8][C:7]([C:10]([C:15]2[CH:20]=[CH:19][C:18]([CH2:21][CH2:22][CH:23]([OH:28])[C:24]([CH3:26])([CH3:25])[CH3:27])=[C:17]([CH3:36])[CH:16]=2)([CH2:11][CH3:12])[CH2:13][CH3:14])=[CH:6][C:5]=1[CH3:37], predict the reactants needed to synthesize it. The reactants are: [Br:1][CH2:2][CH2:3][C:4]1[CH:9]=[CH:8][C:7]([C:10]([C:15]2[CH:20]=[CH:19][C:18]([CH2:21][CH2:22][CH:23]([O:28][Si](CC)(CC)CC)[C:24]([CH3:27])([CH3:26])[CH3:25])=[C:17]([CH3:36])[CH:16]=2)([CH2:13][CH3:14])[CH2:11][CH3:12])=[CH:6][C:5]=1[CH3:37].Cl.O.